From a dataset of Forward reaction prediction with 1.9M reactions from USPTO patents (1976-2016). Predict the product of the given reaction. (1) Given the reactants [NH2:1][C:2]1[N:7]=[CH:6][N:5]=[C:4]([NH:8][C@H:9]([C:11]2[N:15]([CH:16]3[CH2:18][CH2:17]3)[C:14]3[C:19]([C:23]([NH:25][CH3:26])=[O:24])=[CH:20][CH:21]=[CH:22][C:13]=3[N:12]=2)[CH3:10])[C:3]=1I.C([O-])([O-])=O.[Na+].[Na+].[CH3:34][S:35]([C:38]1[CH:43]=[CH:42][C:41](B(O)O)=[CH:40][CH:39]=1)(=[O:37])=[O:36], predict the reaction product. The product is: [NH2:1][C:2]1[N:7]=[CH:6][N:5]=[C:4]([NH:8][C@H:9]([C:11]2[N:15]([CH:16]3[CH2:18][CH2:17]3)[C:14]3[C:19]([C:23]([NH:25][CH3:26])=[O:24])=[CH:20][CH:21]=[CH:22][C:13]=3[N:12]=2)[CH3:10])[C:3]=1[C:41]1[CH:42]=[CH:43][C:38]([S:35]([CH3:34])(=[O:37])=[O:36])=[CH:39][CH:40]=1. (2) Given the reactants Cl[C:2]1[CH:7]=[C:6]([C:8]2[CH:13]=[CH:12][CH:11]=[CH:10][CH:9]=2)[N:5]=[C:4]([C:14]2[CH:19]=[CH:18][CH:17]=[CH:16][CH:15]=2)[N:3]=1.[F:20][C:21]([F:31])([F:30])[O:22][C:23]1[CH:29]=[CH:28][C:26]([NH2:27])=[CH:25][CH:24]=1, predict the reaction product. The product is: [C:14]1([C:4]2[N:3]=[C:2]([NH:27][C:26]3[CH:28]=[CH:29][C:23]([O:22][C:21]([F:20])([F:30])[F:31])=[CH:24][CH:25]=3)[CH:7]=[C:6]([C:8]3[CH:13]=[CH:12][CH:11]=[CH:10][CH:9]=3)[N:5]=2)[CH:19]=[CH:18][CH:17]=[CH:16][CH:15]=1.